This data is from Forward reaction prediction with 1.9M reactions from USPTO patents (1976-2016). The task is: Predict the product of the given reaction. (1) Given the reactants BrC1C=NC([O:8][CH2:9][CH2:10][O:11][C:12]2[C:16]([C:17]3[CH:22]=[CH:21][C:20]([CH3:23])=[CH:19][CH:18]=3)=[C:15]([NH:24][S:25]([C:28]3[CH:33]=[CH:32][C:31]([C:34]([CH3:37])([CH3:36])[CH3:35])=[CH:30][CH:29]=3)(=[O:27])=[O:26])[N:14]([CH3:38])[N:13]=2)=NC=1.C[OH:40], predict the reaction product. The product is: [OH:40][CH2:35][C:34]([C:31]1[CH:32]=[CH:33][C:28]([S:25]([NH:24][C:15]2[N:14]([CH3:38])[N:13]=[C:12]([O:11][CH2:10][CH2:9][OH:8])[C:16]=2[C:17]2[CH:18]=[CH:19][C:20]([CH3:23])=[CH:21][CH:22]=2)(=[O:27])=[O:26])=[CH:29][CH:30]=1)([CH3:37])[CH3:36]. (2) Given the reactants [CH3:1][C:2]([CH3:9])([C:6]([OH:8])=O)[C:3]([OH:5])=[O:4].C(Cl)(=O)C(Cl)=O.Cl.[F:17][C:18]([F:49])([F:48])[C:19]1[CH:20]=[C:21]([CH:41]=[C:42]([C:44]([F:47])([F:46])[F:45])[CH:43]=1)[CH2:22][N:23]([CH3:40])[C:24]([C@@H:26]1[CH2:31][CH2:30][NH:29][CH2:28][C@H:27]1[C:32]1[CH:37]=[CH:36][C:35]([F:38])=[CH:34][C:33]=1[CH3:39])=[O:25].CCN(C(C)C)C(C)C.Cl, predict the reaction product. The product is: [F:49][C:18]([F:17])([F:48])[C:19]1[CH:20]=[C:21]([CH:41]=[C:42]([C:44]([F:45])([F:46])[F:47])[CH:43]=1)[CH2:22][N:23]([CH3:40])[C:24]([C@@H:26]1[CH2:31][CH2:30][N:29]([C:6](=[O:8])[C:2]([CH3:1])([CH3:9])[C:3]([OH:5])=[O:4])[CH2:28][C@H:27]1[C:32]1[CH:37]=[CH:36][C:35]([F:38])=[CH:34][C:33]=1[CH3:39])=[O:25].